From a dataset of Catalyst prediction with 721,799 reactions and 888 catalyst types from USPTO. Predict which catalyst facilitates the given reaction. (1) Reactant: [CH2:1]([C:8]1[CH:9]=[C:10](Br)[CH:11]=[CH:12][CH:13]=1)[C:2]1[CH:7]=[CH:6][CH:5]=[CH:4][CH:3]=1.C([Li])CCC.CON(C)[C:23](=[O:25])[CH3:24]. Product: [CH2:1]([C:8]1[CH:9]=[C:10]([C:23](=[O:25])[CH3:24])[CH:11]=[CH:12][CH:13]=1)[C:2]1[CH:7]=[CH:6][CH:5]=[CH:4][CH:3]=1. The catalyst class is: 1. (2) Reactant: [Cl:1][C:2]1[CH:9]=[CH:8][C:5]([C:6]#[N:7])=[C:4]([O:10][C:11]2[CH:16]=[CH:15][CH:14]=[C:13]([CH2:17]Cl)[C:12]=2[CH2:19][CH2:20][CH3:21])[CH:3]=1.[NH3:22].[C:23]([OH:30])(=[O:29])/[CH:24]=[CH:25]/[C:26]([OH:28])=[O:27]. Product: [C:23]([OH:30])(=[O:29])/[CH:24]=[CH:25]/[C:26]([OH:28])=[O:27].[NH2:22][CH2:17][C:13]1[C:12]([CH2:19][CH2:20][CH3:21])=[C:11]([CH:16]=[CH:15][CH:14]=1)[O:10][C:4]1[CH:3]=[C:2]([Cl:1])[CH:9]=[CH:8][C:5]=1[C:6]#[N:7].[NH2:22][CH2:17][C:13]1[C:12]([CH2:19][CH2:20][CH3:21])=[C:11]([CH:16]=[CH:15][CH:14]=1)[O:10][C:4]1[CH:3]=[C:2]([Cl:1])[CH:9]=[CH:8][C:5]=1[C:6]#[N:7]. The catalyst class is: 5.